From a dataset of Reaction yield outcomes from USPTO patents with 853,638 reactions. Predict the reaction yield, written as a fraction of the theoretical maximum amount of product (1.0 means a 100% yield; for example, 0.34 means a 34% yield). The reactants are [N:1]1[C:10]2[CH:9]([NH:11][CH2:12][CH2:13][CH2:14][CH2:15][N:16]3[C:24](=[O:25])[C:23]4[C:18](=[CH:19][CH:20]=[CH:21][CH:22]=4)[C:17]3=[O:26])[CH2:8][CH2:7][CH2:6][C:5]=2[CH:4]=[CH:3][CH:2]=1.C(O[BH-](O[C:37](=O)[CH3:38])OC(=O)C)(=O)C.[Na+]. The catalyst is C(Cl)Cl. The product is [CH2:2]([N:1]1[CH:10]=[C:9]([CH3:8])[N:11]=[C:37]1[CH2:38][N:11]([CH:9]1[C:10]2[N:1]=[CH:2][CH:3]=[CH:4][C:5]=2[CH2:6][CH2:7][CH2:8]1)[CH2:12][CH2:13][CH2:14][CH2:15][N:16]1[C:24](=[O:25])[C:23]2[C:18](=[CH:19][CH:20]=[CH:21][CH:22]=2)[C:17]1=[O:26])[CH:3]=[CH2:4]. The yield is 0.310.